From a dataset of Peptide-MHC class I binding affinity with 185,985 pairs from IEDB/IMGT. Regression. Given a peptide amino acid sequence and an MHC pseudo amino acid sequence, predict their binding affinity value. This is MHC class I binding data. (1) The binding affinity (normalized) is 0.331. The peptide sequence is ALSGFYYVQ. The MHC is HLA-A02:01 with pseudo-sequence HLA-A02:01. (2) The peptide sequence is QTIVFIWFI. The MHC is HLA-B15:01 with pseudo-sequence HLA-B15:01. The binding affinity (normalized) is 0.488. (3) The peptide sequence is YFLRRLALV. The MHC is HLA-A02:01 with pseudo-sequence HLA-A02:01. The binding affinity (normalized) is 0.488. (4) The binding affinity (normalized) is 0. The MHC is HLA-A68:01 with pseudo-sequence HLA-A68:01. The peptide sequence is PPIPVGDIY. (5) The peptide sequence is MALATGLWW. The MHC is HLA-C04:01 with pseudo-sequence HLA-C04:01. The binding affinity (normalized) is 0.213. (6) The peptide sequence is EAVNHLPRELI. The MHC is Mamu-A02 with pseudo-sequence Mamu-A02. The binding affinity (normalized) is 0.714. (7) The binding affinity (normalized) is 0.486. The peptide sequence is NENPGGYCL. The MHC is HLA-B44:03 with pseudo-sequence HLA-B44:03. (8) The peptide sequence is FLIAYQPL. The MHC is H-2-Kb with pseudo-sequence H-2-Kb. The binding affinity (normalized) is 0.697. (9) The peptide sequence is QVPLRPMTYK. The MHC is HLA-B15:03 with pseudo-sequence HLA-B15:03. The binding affinity (normalized) is 0. (10) The peptide sequence is VQLSNNKYVL. The MHC is HLA-A02:06 with pseudo-sequence HLA-A02:06. The binding affinity (normalized) is 0.525.